From a dataset of Retrosynthesis with 50K atom-mapped reactions and 10 reaction types from USPTO. Predict the reactants needed to synthesize the given product. (1) Given the product C=CCNc1nc(NC(C)C)c2scc(C)c2n1, predict the reactants needed to synthesize it. The reactants are: C=CCN.Cc1csc2c(NC(C)C)nc(Cl)nc12. (2) Given the product CN(C(=O)Oc1ccc(C(=O)c2ccccc2)cc1)c1ccccc1, predict the reactants needed to synthesize it. The reactants are: CN(C(=O)Cl)c1ccccc1.O=C(c1ccccc1)c1ccc(O)cc1. (3) Given the product CC(C)(C)OC(=O)Nc1ccc([N+](=O)[O-])c2ccccc12, predict the reactants needed to synthesize it. The reactants are: CC(C)(C)OC(=O)OC(=O)OC(C)(C)C.Nc1ccc([N+](=O)[O-])c2ccccc12. (4) Given the product COc1c(C=O)cc([N+](=O)[O-])c2c1C=CC(C)(C)O2, predict the reactants needed to synthesize it. The reactants are: CC1(C)C=Cc2c(O)c(C=O)cc([N+](=O)[O-])c2O1.CI. (5) Given the product COc1ccccc1CCN1C(=O)C2CCCC(C1O)N2C(=O)OCc1ccccc1, predict the reactants needed to synthesize it. The reactants are: COc1ccccc1CCN1C(=O)C2CCCC(C1=O)N2C(=O)OCc1ccccc1. (6) The reactants are: CCOC(=O)CCN(C(=O)c1ccc2c(c1)nc(CNc1ccc(C(=N)N)cc1)n2CC)c1ccccn1. Given the product CCn1c(CNc2ccc(C(=N)N)cc2)nc2cc(C(=O)N(CCC(=O)O)c3ccccn3)ccc21, predict the reactants needed to synthesize it. (7) Given the product CCOC(=O)C(NC(=O)OC(C)(C)C)C(O)C1CCCCC1, predict the reactants needed to synthesize it. The reactants are: CCOC(=O)C(NC(=O)OC(C)(C)C)C(=O)C1CCCCC1.